This data is from Retrosynthesis with 50K atom-mapped reactions and 10 reaction types from USPTO. The task is: Predict the reactants needed to synthesize the given product. (1) Given the product C=CCN(C)C(=O)C(F)(F)F, predict the reactants needed to synthesize it. The reactants are: C=CCNC.O=C(OC(=O)C(F)(F)F)C(F)(F)F. (2) Given the product CCC1C(=O)N(CC)CCc2cc(N)c(OC)cc21, predict the reactants needed to synthesize it. The reactants are: CCC1C(=O)N(CC)CCc2cc([N+](=O)[O-])c(OC)cc21. (3) The reactants are: CCCCCCCCCCCC(=O)Cl.O=C1CCc2ccc(OCCCCN3CCN(c4cccc5sccc45)CC3)cc2N1. Given the product CCCCCCCCCCCC(=O)N1C(=O)CCc2ccc(OCCCCN3CCN(c4cccc5sccc45)CC3)cc21, predict the reactants needed to synthesize it. (4) Given the product Cc1nccnc1OC1CCN(C(=O)[C@@H](NC(=O)OC(C)(C)C)C(C)C)CC1, predict the reactants needed to synthesize it. The reactants are: CC(C)[C@H](NC(=O)OC(C)(C)C)C(=O)N1CCC(O)CC1.Cc1nccnc1O. (5) The reactants are: CC(C)(C)OC(=O)N[C@@H]1CN(Cc2ccccc2)C[C@@H]1O.O=C(O)c1ccc([N+](=O)[O-])cc1. Given the product CC(C)(C)OC(=O)N[C@@H]1CN(Cc2ccccc2)C[C@H]1OC(=O)c1ccc([N+](=O)[O-])cc1, predict the reactants needed to synthesize it.